Predict the reactants needed to synthesize the given product. From a dataset of Full USPTO retrosynthesis dataset with 1.9M reactions from patents (1976-2016). (1) The reactants are: [C:1]([C:3]1[CH:26]=[CH:25][C:6]([CH2:7][NH:8][C:9]([CH:11]([O:23][CH3:24])[C:12]2[C:13]([F:22])=[C:14]([CH:18]=[CH:19][C:20]=2[F:21])[C:15](O)=[O:16])=[O:10])=[CH:5][CH:4]=1)#[N:2].C(N1C=CN=C1)(N1C=CN=C1)=O.[NH:39]1[CH2:44][CH2:43][O:42][CH2:41][CH2:40]1.Cl.[NH2:46][OH:47]. Given the product [F:22][C:13]1[C:14]([C:15]([N:39]2[CH2:44][CH2:43][O:42][CH2:41][CH2:40]2)=[O:16])=[CH:18][CH:19]=[C:20]([F:21])[C:12]=1[CH:11]([O:23][CH3:24])[C:9]([NH:8][CH2:7][C:6]1[CH:5]=[CH:4][C:3]([C:1](=[NH:2])[NH:46][OH:47])=[CH:26][CH:25]=1)=[O:10], predict the reactants needed to synthesize it. (2) Given the product [N+:1]([C:4]1[CH:5]=[C:6]([CH:7]=[CH:8][C:9]=1[N+:10]([O-:12])=[O:11])[O:24][C:20]1[CH:19]=[C:18]([NH:17][C:14](=[O:16])[CH3:15])[CH:23]=[CH:22][CH:21]=1)([O-:3])=[O:2], predict the reactants needed to synthesize it. The reactants are: [N+:1]([C:4]1[CH:5]=[C:6](F)[CH:7]=[CH:8][C:9]=1[N+:10]([O-:12])=[O:11])([O-:3])=[O:2].[C:14]([NH:17][C:18]1[CH:19]=[C:20]([OH:24])[CH:21]=[CH:22][CH:23]=1)(=[O:16])[CH3:15].C([O-])([O-])=O.[K+].[K+].CCOC(C)=O. (3) The reactants are: [Cl:1][C:2]1[C:3]2[CH:14]=[CH:13][C:12](=[O:15])[N:11]([C:16]3[CH:21]=[CH:20][C:19]([C:22]([F:25])([F:24])[F:23])=[CH:18][CH:17]=3)[C:4]=2[N:5]=[C:6](S(C)=O)[N:7]=1.[NH2:26][CH:27]([CH2:30][OH:31])[CH2:28][OH:29]. Given the product [Cl:1][C:2]1[C:3]2[CH:14]=[CH:13][C:12](=[O:15])[N:11]([C:16]3[CH:21]=[CH:20][C:19]([C:22]([F:25])([F:24])[F:23])=[CH:18][CH:17]=3)[C:4]=2[N:5]=[C:6]([NH:26][CH:27]([CH2:30][OH:31])[CH2:28][OH:29])[N:7]=1, predict the reactants needed to synthesize it. (4) Given the product [C:1]1([C:19]2[CH:20]=[CH:21][CH:22]=[CH:23][CH:24]=2)[CH:6]=[CH:5][C:4]([C:7]2[CH:8]=[N:9][N:10]([C:12]3[CH:13]=[C:14]([CH:15]=[CH:16][CH:17]=3)[O:18][C:26]3[CH:27]=[C:28]([CH:36]=[CH:37][CH:38]=3)[O:29][C:30]3[CH:35]=[CH:34][CH:33]=[CH:32][N:31]=3)[CH:11]=2)=[CH:3][CH:2]=1, predict the reactants needed to synthesize it. The reactants are: [C:1]1([C:19]2[CH:24]=[CH:23][CH:22]=[CH:21][CH:20]=2)[CH:6]=[CH:5][C:4]([C:7]2[CH:8]=[N:9][N:10]([C:12]3[CH:13]=[C:14]([OH:18])[CH:15]=[CH:16][CH:17]=3)[CH:11]=2)=[CH:3][CH:2]=1.Br[C:26]1[CH:27]=[C:28]([CH:36]=[CH:37][CH:38]=1)[O:29][C:30]1[CH:35]=[CH:34][CH:33]=[CH:32][N:31]=1.N1C=CC=CC=1C(O)=O.[O-]P([O-])([O-])=O.[K+].[K+].[K+]. (5) Given the product [CH3:3][C:2]([C:4]1[N:5]([CH2:9][CH2:7][CH2:6][CH2:12][CH3:11])[C:6]2[CH:12]=[CH:11][CH:10]=[CH:9][C:7]=2[N:8]=1)([C:13]1[N:14]([CH2:25][CH2:26][CH2:27][CH2:28][CH3:29])[C:15]2[CH:21]=[CH:20][CH:19]=[CH:18][C:16]=2[N:17]=1)[CH3:1], predict the reactants needed to synthesize it. The reactants are: [CH3:1][C:2]([C:13]1[NH:17][C:16]2[CH:18]=[CH:19][CH:20]=[CH:21][C:15]=2[N:14]=1)([C:4]1[NH:8][C:7]2[CH:9]=[CH:10][CH:11]=[CH:12][C:6]=2[N:5]=1)[CH3:3].[H-].[Na+].I[CH2:25][CH2:26][CH2:27][CH2:28][CH3:29]. (6) Given the product [N:36]1([C:41]([N:1]2[CH2:6][CH2:5][CH:4]([N:7]3[CH:11]=[C:10]([C:12]4[CH:17]=[N:16][N:15]5[C:18]([C:21]6[CH:22]=[C:23]([NH:27][C:28]([NH:30][CH2:31][C:32]([F:33])([F:35])[F:34])=[O:29])[CH:24]=[CH:25][CH:26]=6)=[CH:19][N:20]=[C:14]5[CH:13]=4)[CH:9]=[N:8]3)[CH2:3][CH2:2]2)=[O:42])[CH2:40][CH2:39][CH2:38][CH2:37]1, predict the reactants needed to synthesize it. The reactants are: [NH:1]1[CH2:6][CH2:5][CH:4]([N:7]2[CH:11]=[C:10]([C:12]3[CH:17]=[N:16][N:15]4[C:18]([C:21]5[CH:22]=[C:23]([NH:27][C:28]([NH:30][CH2:31][C:32]([F:35])([F:34])[F:33])=[O:29])[CH:24]=[CH:25][CH:26]=5)=[CH:19][N:20]=[C:14]4[CH:13]=3)[CH:9]=[N:8]2)[CH2:3][CH2:2]1.[N:36]1([C:41](Cl)=[O:42])[CH2:40][CH2:39][CH2:38][CH2:37]1. (7) Given the product [NH2:1][C:4]1[CH:29]=[CH:28][C:7]([O:8][C:9]2[CH:10]=[C:11]([CH:25]=[CH:26][CH:27]=2)[C:12]([NH:14][C:15]2[CH:20]=[CH:19][C:18]([C:21]([F:22])([F:23])[F:24])=[CH:17][CH:16]=2)=[O:13])=[CH:6][CH:5]=1, predict the reactants needed to synthesize it. The reactants are: [N+:1]([C:4]1[CH:29]=[CH:28][C:7]([O:8][C:9]2[CH:10]=[C:11]([CH:25]=[CH:26][CH:27]=2)[C:12]([NH:14][C:15]2[CH:20]=[CH:19][C:18]([C:21]([F:24])([F:23])[F:22])=[CH:17][CH:16]=2)=[O:13])=[CH:6][CH:5]=1)([O-])=O.O1CCCC1.Cl.